The task is: Predict the reaction yield, written as a fraction of the theoretical maximum amount of product (1.0 means a 100% yield; for example, 0.34 means a 34% yield).. This data is from Reaction yield outcomes from USPTO patents with 853,638 reactions. (1) The reactants are C([O:8][C:9]1[C:10]([O:36][CH2:37][CH3:38])=[C:11]([CH:15]([C:17]2[C:25]3[C:20](=[N:21][CH:22]=[CH:23][CH:24]=3)[N:19]([Si:26]([CH:33]([CH3:35])[CH3:34])([CH:30]([CH3:32])[CH3:31])[CH:27]([CH3:29])[CH3:28])[CH:18]=2)[OH:16])[CH:12]=[CH:13][CH:14]=1)C1C=CC=CC=1. The catalyst is CO.O1CCCC1.[Pd]. The product is [CH2:37]([O:36][C:10]1[C:9]([OH:8])=[CH:14][CH:13]=[CH:12][C:11]=1[C:15]([C:17]1[C:25]2[C:20](=[N:21][CH:22]=[CH:23][CH:24]=2)[N:19]([Si:26]([CH:30]([CH3:31])[CH3:32])([CH:27]([CH3:29])[CH3:28])[CH:33]([CH3:34])[CH3:35])[CH:18]=1)=[O:16])[CH3:38]. The yield is 0.950. (2) The reactants are [C:1]1([S:7]([N:10]2[C:14]3=[N:15][CH:16]=[CH:17][CH:18]=[C:13]3[C:12](B3OC(C)(C)C(C)(C)O3)=[CH:11]2)(=[O:9])=[O:8])[CH:6]=[CH:5][CH:4]=[CH:3][CH:2]=1.[Cl:28][C:29]1[CH:34]=[C:33](I)[CH:32]=[C:31]([Cl:36])[N:30]=1.C(=O)([O-])[O-].[Na+].[Na+]. The catalyst is COCCOC.C(O)C.O.Cl[Pd](Cl)([P](C1C=CC=CC=1)(C1C=CC=CC=1)C1C=CC=CC=1)[P](C1C=CC=CC=1)(C1C=CC=CC=1)C1C=CC=CC=1. The product is [Cl:28][C:29]1[CH:34]=[C:33]([C:12]2[C:13]3[C:14](=[N:15][CH:16]=[CH:17][CH:18]=3)[N:10]([S:7]([C:1]3[CH:2]=[CH:3][CH:4]=[CH:5][CH:6]=3)(=[O:9])=[O:8])[CH:11]=2)[CH:32]=[C:31]([Cl:36])[N:30]=1. The yield is 0.900. (3) The reactants are Br[C:2]1[S:3][CH:4]=[C:5]([Br:7])[N:6]=1.[NH:8]1[CH2:13][CH2:12][CH:11]([C:14]#[N:15])[CH2:10][CH2:9]1. The catalyst is O1CCOCC1.O. The product is [Br:7][C:5]1[N:6]=[C:2]([N:8]2[CH2:13][CH2:12][CH:11]([C:14]#[N:15])[CH2:10][CH2:9]2)[S:3][CH:4]=1. The yield is 0.630. (4) The reactants are F[C:2]1[CH:3]=[CH:4][C:5]([N+:19]([O-:21])=[O:20])=[C:6]([C:8]2[CH:13]=[CH:12][C:11]([O:14][C:15]([F:18])([F:17])[F:16])=[CH:10][CH:9]=2)[CH:7]=1.[CH2:22]([NH:24][CH2:25][CH3:26])[CH3:23].C(=O)([O-])[O-].[K+].[K+].C(#N)C. The catalyst is O. The product is [CH2:22]([N:24]([CH2:25][CH3:26])[C:2]1[CH:3]=[CH:4][C:5]([N+:19]([O-:21])=[O:20])=[C:6]([C:8]2[CH:13]=[CH:12][C:11]([O:14][C:15]([F:18])([F:17])[F:16])=[CH:10][CH:9]=2)[CH:7]=1)[CH3:23]. The yield is 0.705. (5) The reactants are [Br:1][C:2]1[C:3]([F:15])=[C:4]([C:8]([CH3:14])=[C:9]([N+:11]([O-:13])=[O:12])[CH:10]=1)[C:5]([OH:7])=[O:6].[C:16]([O-])([O-])=O.[K+].[K+].IC. The catalyst is CN(C)C=O.O. The product is [Br:1][C:2]1[C:3]([F:15])=[C:4]([C:8]([CH3:14])=[C:9]([N+:11]([O-:13])=[O:12])[CH:10]=1)[C:5]([O:7][CH3:16])=[O:6]. The yield is 0.890.